This data is from Catalyst prediction with 721,799 reactions and 888 catalyst types from USPTO. The task is: Predict which catalyst facilitates the given reaction. (1) The catalyst class is: 3. Product: [CH2:1]([N:3]1[C:14](=[O:15])[C:12]2[N:13]3[C:8](=[CH:9][C:10](=[O:18])[C:11]=2[O:16][CH3:17])[CH:7]([O:19][CH3:22])[CH2:6][CH:5]3[CH2:4]1)[CH3:2]. Reactant: [CH2:1]([N:3]1[C:14](=[O:15])[C:12]2[N:13]3[C:8](=[CH:9][C:10](=[O:18])[C:11]=2[O:16][CH3:17])[CH:7]([OH:19])[CH2:6][CH:5]3[CH2:4]1)[CH3:2].[H-].[Na+].[CH3:22]I. (2) Reactant: [Br:1][C:2]1[C:3]([N+:15]([O-])=O)=[C:4]([CH:8]=[C:9]([O:13][CH3:14])[C:10]=1[O:11][CH3:12])[C:5]([NH2:7])=[O:6]. Product: [NH2:15][C:3]1[C:2]([Br:1])=[C:10]([O:11][CH3:12])[C:9]([O:13][CH3:14])=[CH:8][C:4]=1[C:5]([NH2:7])=[O:6]. The catalyst class is: 409. (3) Reactant: [Cl:1][C:2]1[CH:3]=[N:4][C:5]([CH3:12])=[C:6]([CH:11]=1)[C:7]([O:9]C)=[O:8].[Br:13][C:14]1[CH:21]=[CH:20][C:17]([CH:18]=O)=[CH:16][CH:15]=1.CC(C)([O-])C.[K+]. Product: [Br:13][C:14]1[CH:21]=[CH:20][C:17](/[CH:18]=[CH:12]/[C:5]2[N:4]=[CH:3][C:2]([Cl:1])=[CH:11][C:6]=2[C:7]([OH:9])=[O:8])=[CH:16][CH:15]=1. The catalyst class is: 1. (4) Reactant: Br[C:2]1[S:3][C:4]([CH3:25])=[C:5]([CH2:7][CH2:8][O:9][C:10]2[CH:11]=[C:12]3[C:16](=[CH:17][CH:18]=2)[C@H:15]([CH2:19][C:20]([O:22]CC)=[O:21])[CH2:14][CH2:13]3)[N:6]=1.[CH3:26][CH2:27]O.[Li+].[OH-]. Product: [CH:10]([C:26]1[CH:27]=[CH:7][C:5]([C:2]2[S:3][C:4]([CH3:25])=[C:5]([CH2:7][CH2:8][O:9][C:10]3[CH:11]=[C:12]4[C:16](=[CH:17][CH:18]=3)[C@H:15]([CH2:19][C:20]([OH:22])=[O:21])[CH2:14][CH2:13]4)[N:6]=2)=[CH:4][CH:25]=1)([CH3:11])[CH3:18]. The catalyst class is: 20. (5) The catalyst class is: 662. Product: [CH2:20]([C:18]1[S:19][C:15]([C:13]2[CH:12]=[CH:11][N:10]=[C:9]([NH2:8])[CH:14]=2)=[C:16]([C:22]2[CH:27]=[CH:26][CH:25]=[C:24]([CH3:28])[CH:23]=2)[N:17]=1)[CH3:21]. Reactant: C(OC([NH:8][C:9]1[CH:14]=[C:13]([C:15]2[S:19][C:18]([CH2:20][CH3:21])=[N:17][C:16]=2[C:22]2[CH:27]=[CH:26][CH:25]=[C:24]([CH3:28])[CH:23]=2)[CH:12]=[CH:11][N:10]=1)=O)(C)(C)C.C(OC(NC1C=C(CC(C2C=CC=C(C)C=2)=O)C=CN=1)=O)(C)(C)C.Cl. (6) Reactant: [NH2:1][C:2]1[CH:9]=[CH:8][C:5]([CH:6]=[CH2:7])=[CH:4][CH:3]=1.[F:10][C:11]([F:26])([F:25])[C:12]1[CH:13]=[C:14]([N:22]=[C:23]=[S:24])[CH:15]=[C:16]([C:18]([F:21])([F:20])[F:19])[CH:17]=1. Product: [CH:6]([C:5]1[CH:8]=[CH:9][C:2]([NH:1][C:23]([NH:22][C:14]2[CH:15]=[C:16]([C:18]([F:19])([F:20])[F:21])[CH:17]=[C:12]([C:11]([F:10])([F:25])[F:26])[CH:13]=2)=[S:24])=[CH:3][CH:4]=1)=[CH2:7]. The catalyst class is: 1.